This data is from Reaction yield outcomes from USPTO patents with 853,638 reactions. The task is: Predict the reaction yield, written as a fraction of the theoretical maximum amount of product (1.0 means a 100% yield; for example, 0.34 means a 34% yield). (1) The yield is 0.810. The catalyst is CCO. The product is [CH3:7][O:8][C:9](=[O:13])[CH2:10][N:11]([CH:1]=[O:2])[CH3:12]. The reactants are [CH:1](OCC)=[O:2].Cl.[CH3:7][O:8][C:9](=[O:13])[CH2:10][NH:11][CH3:12].C(=O)([O-])[O-].[K+].[K+]. (2) The reactants are C(OC([N:8]([C:13]1[CH:51]=[CH:50][C:16]([C:17]([S:19][CH2:20][C:21]([O:23][C@H:24]([C:35]2[CH:40]=[CH:39][C:38]([O:41][CH:42]([F:44])[F:43])=[C:37]([O:45][CH2:46][CH:47]3[CH2:49][CH2:48]3)[CH:36]=2)[CH2:25][C:26]2[C:31]([Cl:32])=[CH:30][N+:29]([O-:33])=[CH:28][C:27]=2[Cl:34])=[O:22])=[O:18])=[CH:15][C:14]=1[O:52][CH2:53][CH:54]1[CH2:56][CH2:55]1)[S:9]([CH3:12])(=[O:11])=[O:10])=O)(C)(C)C.O1CCOCC1. The catalyst is C(Cl)Cl.Cl. The product is [Cl:34][C:27]1[CH:28]=[N+:29]([O-:33])[CH:30]=[C:31]([Cl:32])[C:26]=1[CH2:25][C@@H:24]([C:35]1[CH:40]=[CH:39][C:38]([O:41][CH:42]([F:43])[F:44])=[C:37]([O:45][CH2:46][CH:47]2[CH2:49][CH2:48]2)[CH:36]=1)[O:23][C:21](=[O:22])[CH2:20][S:19][C:17](=[O:18])[C:16]1[CH:50]=[CH:51][C:13]([NH:8][S:9]([CH3:12])(=[O:11])=[O:10])=[C:14]([O:52][CH2:53][CH:54]2[CH2:55][CH2:56]2)[CH:15]=1. The yield is 0.790. (3) The reactants are Br[C:2]12[CH2:11][CH:6]3[CH2:7][CH:8]([CH2:10][C:4]([C:12]([OH:14])=[O:13])([CH2:5]3)[CH2:3]1)[CH2:9]2.[Al+3].[Cl-:16].[Cl-].[Cl-]. The catalyst is ClC1C=CC=CC=1. The product is [Cl:16][C:2]1[CH:11]=[CH:6][C:5]([C:2]23[CH2:11][CH:6]4[CH2:7][CH:8]([CH2:10][C:4]([C:12]([OH:14])=[O:13])([CH2:5]4)[CH2:3]2)[CH2:9]3)=[CH:4][CH:3]=1. The yield is 0.793. (4) The reactants are C1(C)C=CC=CC=1.[C:8]1([S:14]([N:17]2[CH:21]=[C:20](Br)[C:19]([C:23]3[CH:24]=[N:25][CH:26]=[CH:27][CH:28]=3)=[N:18]2)(=[O:16])=[O:15])[CH:13]=[CH:12][CH:11]=[CH:10][CH:9]=1.[F:29][C:30]1[CH:31]=[C:32](/[CH:36]=[CH:37]/B(O)O)[CH:33]=[CH:34][CH:35]=1.[O-]P([O-])([O-])=O.[K+].[K+].[K+]. The catalyst is C(OCC)(=O)C.CC([O-])=O.CC([O-])=O.[Pd+2].COC1C=CC=C(OC)C=1C1C=CC=CC=1P(C1CCCCC1)C1CCCCC1. The product is [C:8]1([S:14]([N:17]2[CH:21]=[C:20]([CH:37]=[CH:36][C:32]3[CH:33]=[CH:34][CH:35]=[C:30]([F:29])[CH:31]=3)[C:19]([C:23]3[CH:24]=[N:25][CH:26]=[CH:27][CH:28]=3)=[N:18]2)(=[O:16])=[O:15])[CH:13]=[CH:12][CH:11]=[CH:10][CH:9]=1. The yield is 0.730. (5) The reactants are [C:1]([O:5][C:6](=[O:34])[NH:7][C:8]([C:10]1[S:11][C:12]([S:32][CH3:33])=[C:13]([S:15]([C:18]2[CH:19]=[C:20]([C:24]3[C:29]([CH3:30])=[CH:28][CH:27]=[CH:26][C:25]=3[NH2:31])[CH:21]=[CH:22][CH:23]=2)(=[O:17])=[O:16])[CH:14]=1)=[NH:9])([CH3:4])([CH3:3])[CH3:2].[Br:35][CH2:36][C:37](Br)=[O:38].CCN(C(C)C)C(C)C.CCOC(C)=O. The catalyst is C(Cl)(Cl)Cl.C(Cl)Cl. The product is [C:1]([O:5][C:6](=[O:34])[NH:7][C:8]([C:10]1[S:11][C:12]([S:32][CH3:33])=[C:13]([S:15]([C:18]2[CH:19]=[C:20]([C:24]3[C:25]([NH:31][C:37](=[O:38])[CH2:36][Br:35])=[CH:26][CH:27]=[CH:28][C:29]=3[CH3:30])[CH:21]=[CH:22][CH:23]=2)(=[O:17])=[O:16])[CH:14]=1)=[NH:9])([CH3:4])([CH3:3])[CH3:2]. The yield is 0.760. (6) The reactants are C([N:8]1[CH2:13][CH2:12][N:11]([C:14]2[N:19]=[C:18]([NH:20][C:21]3[CH:26]=[CH:25][C:24]([CH3:27])=[CH:23][CH:22]=3)[CH:17]=[C:16]([N:28]3[CH2:33][CH2:32][CH2:31][CH2:30][CH2:29]3)[N:15]=2)[CH2:10][CH2:9]1)C1C=CC=CC=1.C([O-])=O.[NH4+]. The catalyst is CO.[Pd]. The product is [CH3:27][C:24]1[CH:23]=[CH:22][C:21]([NH:20][C:18]2[CH:17]=[C:16]([N:28]3[CH2:29][CH2:30][CH2:31][CH2:32][CH2:33]3)[N:15]=[C:14]([N:11]3[CH2:10][CH2:9][NH:8][CH2:13][CH2:12]3)[N:19]=2)=[CH:26][CH:25]=1. The yield is 0.660.